Dataset: Full USPTO retrosynthesis dataset with 1.9M reactions from patents (1976-2016). Task: Predict the reactants needed to synthesize the given product. Given the product [NH2:1][C:2]1[C:6]2[C:7](=[O:19])[N:8]([C:12]3[CH:17]=[CH:16][CH:15]=[CH:14][C:13]=3[Cl:18])[CH:9]=[C:10]([C:22]3[CH:23]=[CH:24][CH:25]=[CH:26][C:21]=3[F:20])[C:5]=2[NH:4][N:3]=1, predict the reactants needed to synthesize it. The reactants are: [NH2:1][C:2]1[C:6]2[C:7](=[O:19])[N:8]([C:12]3[CH:17]=[CH:16][CH:15]=[CH:14][C:13]=3[Cl:18])[CH:9]=[C:10](Br)[C:5]=2[NH:4][N:3]=1.[F:20][C:21]1[CH:26]=[CH:25][CH:24]=[CH:23][C:22]=1B(O)O.C(=O)([O-])[O-].[K+].[K+].COCCOC.